This data is from Forward reaction prediction with 1.9M reactions from USPTO patents (1976-2016). The task is: Predict the product of the given reaction. (1) Given the reactants [CH2:1]([N:8]1[CH2:13][CH2:12][O:11][CH:10]([C:14]#[N:15])[CH2:9]1)[C:2]1[CH:7]=[CH:6][CH:5]=[CH:4][CH:3]=1.[CH3:16][O:17][C:18]1[CH:26]=[CH:25][CH:24]=[CH:23][C:19]=1[CH2:20][Mg]Cl.CO.[CH2:29]([O:31][CH2:32][CH3:33])C, predict the reaction product. The product is: [C:10]([OH:17])(=[O:11])[CH3:14].[C:18]([OH:17])(=[O:31])[CH3:26].[CH2:1]([N:8]1[CH2:13][CH2:12][O:11][CH:10]([C:14]([NH2:15])([CH2:6][C:7]2[CH:2]=[CH:3][CH:4]=[CH:33][C:32]=2[O:31][CH3:29])[CH2:20][C:19]2[CH:23]=[CH:24][CH:25]=[CH:26][C:18]=2[O:17][CH3:16])[CH2:9]1)[C:2]1[CH:3]=[CH:4][CH:5]=[CH:6][CH:7]=1. (2) Given the reactants [CH:1]1([CH:4]2[O:15][C:8]3[N:9]=[C:10]([Cl:14])[N:11]=[C:12](Cl)[C:7]=3[O:6][CH2:5]2)[CH2:3][CH2:2]1.[NH:16]1[CH2:21][CH2:20][O:19][CH2:18][CH2:17]1.C(N(CC)CC)C, predict the reaction product. The product is: [Cl:14][C:10]1[N:11]=[C:12]([N:16]2[CH2:21][CH2:20][O:19][CH2:18][CH2:17]2)[C:7]2[O:6][CH2:5][CH:4]([CH:1]3[CH2:3][CH2:2]3)[O:15][C:8]=2[N:9]=1. (3) Given the reactants [CH3:1][O:2][C:3](=[O:16])[C:4]1[CH:9]=[CH:8][C:7]([CH:10]([OH:15])[CH2:11][CH:12]([CH3:14])[CH3:13])=[CH:6][CH:5]=1.N(C(N1CCCCC1)=O)=NC(N1CCCCC1)=O.C(P(CCCC)CCCC)CCC.[Br:48][C:49]1[CH:54]=[CH:53][C:52](O)=[CH:51][C:50]=1[CH:56]1[O:61][CH2:60][CH2:59][CH2:58][O:57]1, predict the reaction product. The product is: [CH3:1][O:2][C:3](=[O:16])[C:4]1[CH:9]=[CH:8][C:7]([CH:10]([O:15][C:52]2[CH:53]=[CH:54][C:49]([Br:48])=[C:50]([CH:56]3[O:57][CH2:58][CH2:59][CH2:60][O:61]3)[CH:51]=2)[CH2:11][CH:12]([CH3:14])[CH3:13])=[CH:6][CH:5]=1. (4) Given the reactants [F:1][C:2]([F:19])([F:18])[C:3]1[CH:4]=[C:5]2[C:10](=[O:11])[N:9]([CH2:12][CH:13]([CH3:15])[CH3:14])[C:7](=[O:8])[C:6]2=[CH:16][CH:17]=1.O, predict the reaction product. The product is: [F:18][C:2]([F:1])([F:19])[C:3]1[CH:4]=[C:5]2[C:6]([CH:7]([OH:8])[N:9]([CH2:12][CH:13]([CH3:14])[CH3:15])[C:10]2=[O:11])=[CH:16][CH:17]=1.[F:18][C:2]([F:1])([F:19])[C:3]1[CH:4]=[C:5]2[C:6](=[CH:16][CH:17]=1)[C:7](=[O:8])[N:9]([CH2:12][CH:13]([CH3:14])[CH3:15])[CH:10]2[OH:11].